This data is from Catalyst prediction with 721,799 reactions and 888 catalyst types from USPTO. The task is: Predict which catalyst facilitates the given reaction. (1) Reactant: [N:1]1([NH:10][C:11](=[O:19])OC2C=CC=CC=2)[C:9]2[C:4](=[CH:5][CH:6]=[CH:7][CH:8]=2)[CH:3]=[CH:2]1.[NH2:20][C:21]1[CH:22]=[C:23]2[C:28](=[CH:29][CH:30]=1)[N:27]=[CH:26][CH:25]=[CH:24]2. Product: [N:1]1([NH:10][C:11]([NH:20][C:21]2[CH:22]=[C:23]3[C:28](=[CH:29][CH:30]=2)[N:27]=[CH:26][CH:25]=[CH:24]3)=[O:19])[C:9]2[C:4](=[CH:5][CH:6]=[CH:7][CH:8]=2)[CH:3]=[CH:2]1. The catalyst class is: 11. (2) Reactant: [CH2:1]([C:3]1[C:4]2[CH:5]=[CH:6][C:7]([O:26][CH3:27])=[C:8]([O:24][CH3:25])[C:9]=2[CH2:10][NH+:11]2[CH2:20][CH2:19][C:18]3[C:13](=[CH:14][C:15]4[O:23][CH2:22][O:21][C:16]=4[CH:17]=3)[C:12]=12)[CH3:2].[I-].[OH-:29].[Na+]. Product: [CH2:1]([C:3]1[C:4]2[CH:5]=[CH:6][C:7]([O:26][CH3:27])=[C:8]([O:24][CH3:25])[C:9]=2[C:10](=[O:29])[N:11]2[CH2:20][CH2:19][C:18]3[C:13](=[CH:14][C:15]4[O:23][CH2:22][O:21][C:16]=4[CH:17]=3)[C:12]=12)[CH3:2]. The catalyst class is: 6.